From a dataset of Full USPTO retrosynthesis dataset with 1.9M reactions from patents (1976-2016). Predict the reactants needed to synthesize the given product. Given the product [Cl:6][C:7]1[CH:8]=[CH:9][C:10]([S:38]([CH2:41][CH3:42])(=[O:39])=[O:40])=[C:11]([CH:37]=1)[CH2:12][N:13]1[C:22](=[O:23])[C:21]2[C:16](=[CH:17][C:18]([CH2:29][N:30]3[CH2:31][CH2:32][N:33]([S:2]([CH3:1])(=[O:4])=[O:3])[CH2:34][CH2:35]3)=[C:19]([O:24][C:25]([F:28])([F:26])[F:27])[CH:20]=2)[NH:15][C:14]1=[O:36], predict the reactants needed to synthesize it. The reactants are: [CH3:1][S:2](Cl)(=[O:4])=[O:3].[Cl:6][C:7]1[CH:8]=[CH:9][C:10]([S:38]([CH2:41][CH3:42])(=[O:40])=[O:39])=[C:11]([CH:37]=1)[CH2:12][N:13]1[C:22](=[O:23])[C:21]2[C:16](=[CH:17][C:18]([CH2:29][N:30]3[CH2:35][CH2:34][NH:33][CH2:32][CH2:31]3)=[C:19]([O:24][C:25]([F:28])([F:27])[F:26])[CH:20]=2)[NH:15][C:14]1=[O:36].CCN(C(C)C)C(C)C.O.